This data is from Peptide-MHC class I binding affinity with 185,985 pairs from IEDB/IMGT. The task is: Regression. Given a peptide amino acid sequence and an MHC pseudo amino acid sequence, predict their binding affinity value. This is MHC class I binding data. (1) The peptide sequence is FLLTRILTI. The MHC is HLA-A02:06 with pseudo-sequence HLA-A02:06. The binding affinity (normalized) is 0.439. (2) The peptide sequence is NLFDIPLLTV. The MHC is HLA-A68:02 with pseudo-sequence HLA-A68:02. The binding affinity (normalized) is 0.848.